The task is: Predict the product of the given reaction.. This data is from Forward reaction prediction with 1.9M reactions from USPTO patents (1976-2016). The product is: [CH2:1]([SiH:7]([Cl:9])[Cl:8])[CH2:2][CH2:3][CH2:4][CH2:5][CH3:6]. Given the reactants [CH2:1]([Si:7](Cl)([Cl:9])[Cl:8])[CH2:2][CH2:3][CH2:4][CH2:5][CH3:6].C[SiH](Cl)Cl, predict the reaction product.